Task: Predict the product of the given reaction.. Dataset: Forward reaction prediction with 1.9M reactions from USPTO patents (1976-2016) (1) The product is: [CH2:13]([O:15][C:16]1[CH:17]=[C:18]([CH:19]([OH:20])[C:2]2[CH:7]=[CH:6][CH:5]=[CH:4][N:3]=2)[CH:21]=[CH:22][C:23]=1[OH:24])[CH3:14]. Given the reactants Br[C:2]1[CH:7]=[CH:6][CH:5]=[CH:4][N:3]=1.C([Li])CCC.[CH2:13]([O:15][C:16]1[CH:17]=[C:18]([CH:21]=[CH:22][C:23]=1[OH:24])[CH:19]=[O:20])[CH3:14].O, predict the reaction product. (2) Given the reactants [CH2:1]([N:12]([CH2:17][C:18]([OH:20])=[O:19])[CH2:13][C:14]([OH:16])=[O:15])[CH2:2][N:3]([CH2:8][C:9]([OH:11])=[O:10])[CH2:4][C:5]([OH:7])=[O:6].[C:21]([O-:24])(=[O:23])[CH3:22].[Na+:25], predict the reaction product. The product is: [CH2:5]([OH:6])[CH3:4].[CH2:2]([N:3]([CH2:8][C:9]([OH:11])=[O:10])[CH2:4][C:5]([OH:7])=[O:6])[CH2:1][N:12]([CH2:17][C:18]([OH:20])=[O:19])[CH2:13][C:14]([OH:16])=[O:15].[C:21]([O-:24])(=[O:23])[CH3:22].[Na+:25]. (3) The product is: [N:24]([CH:9]([C:5]1[N:6]=[C:7]([CH3:8])[C:2]([F:1])=[CH:3][CH:4]=1)[CH3:10])=[N+:25]=[N-:26]. Given the reactants [F:1][C:2]1[CH:3]=[CH:4][C:5]([CH:9](O)[CH3:10])=[N:6][C:7]=1[CH3:8].C(N(CC)CC)C.CS(Cl)(=O)=O.[N-:24]=[N+:25]=[N-:26].[Na+], predict the reaction product.